Task: Predict which catalyst facilitates the given reaction.. Dataset: Catalyst prediction with 721,799 reactions and 888 catalyst types from USPTO (1) Reactant: [Cl:1][C:2]1[CH:7]=[CH:6][C:5]([N+:8]([O-:10])=[O:9])=[CH:4][C:3]=1[N:11]=[C:12]=[O:13].[NH2:14][C:15]1[CH:20]=[CH:19][CH:18]=[CH:17][CH:16]=1. Product: [Cl:1][C:2]1[CH:7]=[CH:6][C:5]([N+:8]([O-:10])=[O:9])=[CH:4][C:3]=1[NH:11][C:12]([NH:14][C:15]1[CH:20]=[CH:19][CH:18]=[CH:17][CH:16]=1)=[O:13]. The catalyst class is: 13. (2) Reactant: [CH:1]([NH:3][CH2:4][CH2:5][CH2:6][CH2:7][CH2:8][CH2:9][CH2:10][CH2:11][CH2:12][CH:13]=[CH2:14])=[O:2]. Product: [CH:1]([NH:3][CH2:4][CH2:5][CH2:6][CH2:7][CH2:8][CH2:9][CH2:10][CH2:11][CH2:12][CH2:13][CH3:14])=[O:2]. The catalyst class is: 29. (3) Reactant: [F:1][C:2]1[CH:7]=[C:6]([OH:8])[CH:5]=[CH:4][C:3]=1[C:9]([C:11]1[CH:16]=[CH:15][N:14]=[C:13]([S:17][CH3:18])[N:12]=1)=[O:10].C([O-])([O-])=O.[K+].[K+].[CH3:25][S:26][CH2:27][CH2:28][CH2:29][CH2:30]S(C1C=CC(C)=CC=1)(=O)=O. Product: [F:1][C:2]1[CH:7]=[C:6]([O:8][CH2:30][CH2:29][CH2:28][CH2:27][S:26][CH3:25])[CH:5]=[CH:4][C:3]=1[C:9]([C:11]1[CH:16]=[CH:15][N:14]=[C:13]([S:17][CH3:18])[N:12]=1)=[O:10]. The catalyst class is: 37. (4) Reactant: CC([O-])(C)C.[K+].[CH3:7][O:8][C:9]1[C:14]([N+:15]([O-:17])=[O:16])=[CH:13][CH:12]=[CH:11][N:10]=1.ClC1C=CC(O[CH2:24][C:25]#[N:26])=CC=1.Cl. Product: [CH3:7][O:8][C:9]1[C:14]([N+:15]([O-:17])=[O:16])=[C:13]([CH2:24][C:25]#[N:26])[CH:12]=[CH:11][N:10]=1. The catalyst class is: 9. (5) Reactant: [Br:1][C:2]1[CH:3]=[CH:4][C:5]2[S:9](=[O:11])(=[O:10])[NH:8][CH2:7][C:6]=2[CH:12]=1.[C:13](=O)([O-])[O-].[K+].[K+].IC. Product: [Br:1][C:2]1[CH:3]=[CH:4][C:5]2[S:9](=[O:10])(=[O:11])[N:8]([CH3:13])[CH2:7][C:6]=2[CH:12]=1. The catalyst class is: 14.